Predict which catalyst facilitates the given reaction. From a dataset of Catalyst prediction with 721,799 reactions and 888 catalyst types from USPTO. (1) Reactant: [NH2:1][C:2]1[N:7]=[C:6]([NH:8][CH2:9][C:10]([CH3:21])([CH3:20])[CH2:11][NH:12]C(=O)OC(C)(C)C)[CH:5]=[C:4]([C:22]2[CH:27]=[CH:26][CH:25]=[C:24]([CH3:28])[C:23]=2[CH3:29])[N:3]=1. Product: [NH2:12][CH2:11][C:10]([CH3:21])([CH3:20])[CH2:9][NH:8][C:6]1[CH:5]=[C:4]([C:22]2[CH:27]=[CH:26][CH:25]=[C:24]([CH3:28])[C:23]=2[CH3:29])[N:3]=[C:2]([NH2:1])[N:7]=1. The catalyst class is: 55. (2) Reactant: [Br:1]N1C(=O)CCC1=O.[CH3:9][C:10]1([CH3:33])[C:19]2[CH:20]=[CH:21][CH:22]=[C:23]3[C:24]([CH3:32])([CH3:31])[C:25]4[CH:26]=[CH:27][CH:28]=[CH:29][C:30]=4[N:17]([C:18]=23)[C:16]2[CH:15]=[CH:14][CH:13]=[CH:12][C:11]1=2. Product: [Br:1][C:21]1[CH:22]=[C:23]2[C:18]3=[C:19]([C:10]([CH3:33])([CH3:9])[C:11]4[CH:12]=[CH:13][CH:14]=[CH:15][C:16]=4[N:17]3[C:30]3[CH:29]=[CH:28][CH:27]=[CH:26][C:25]=3[C:24]2([CH3:32])[CH3:31])[CH:20]=1. The catalyst class is: 22. (3) Reactant: O1CCCC1.[CH3:6][O:7]/[N:8]=[C:9](/[C:37]1[CH:42]=[CH:41][CH:40]=[CH:39][CH:38]=1)\[CH2:10][O:11][C:12]1[CH:36]=[CH:35][C:15]([CH2:16][O:17][C:18]2[CH:23]=[CH:22][C:21]([C:24]3[C:25]([CH3:34])=[N:26][O:27][C:28]=3[CH2:29][C:30]([O:32]C)=[O:31])=[CH:20][CH:19]=2)=[CH:14][CH:13]=1.CO.[OH-].[Li+]. Product: [CH3:6][O:7]/[N:8]=[C:9](/[C:37]1[CH:38]=[CH:39][CH:40]=[CH:41][CH:42]=1)\[CH2:10][O:11][C:12]1[CH:36]=[CH:35][C:15]([CH2:16][O:17][C:18]2[CH:19]=[CH:20][C:21]([C:24]3[C:25]([CH3:34])=[N:26][O:27][C:28]=3[CH2:29][C:30]([OH:32])=[O:31])=[CH:22][CH:23]=2)=[CH:14][CH:13]=1. The catalyst class is: 6. (4) Reactant: [Cl:1][C:2]1[CH:8]=[C:7]([O:9][C:10]([F:13])([F:12])[F:11])[CH:6]=[C:5]([Cl:14])[C:3]=1[NH2:4].C(N(CC)CC)C.[Cl-].ClC1N(C)CC[NH+]1C.[CH3:31][O:32][C:33]1[C:34](=[O:57])[C:35]([CH3:56])=[C:36]([CH2:42][C:43]2[CH:44]=[CH:45][C:46]([O:52]C(=O)C)=[C:47]([CH:51]=2)[C:48](O)=[O:49])[C:37](=[O:41])[C:38]=1[O:39][CH3:40]. Product: [CH3:31][O:32][C:33]1[C:34](=[O:57])[C:35]([CH3:56])=[C:36]([CH2:42][C:43]2[CH:44]=[CH:45][C:46]([OH:52])=[C:47]([CH:51]=2)[C:48]([NH:4][C:3]2[C:2]([Cl:1])=[CH:8][C:7]([O:9][C:10]([F:13])([F:12])[F:11])=[CH:6][C:5]=2[Cl:14])=[O:49])[C:37](=[O:41])[C:38]=1[O:39][CH3:40]. The catalyst class is: 2.